This data is from Acute oral toxicity (LD50) regression data from Zhu et al.. The task is: Regression/Classification. Given a drug SMILES string, predict its toxicity properties. Task type varies by dataset: regression for continuous values (e.g., LD50, hERG inhibition percentage) or binary classification for toxic/non-toxic outcomes (e.g., AMES mutagenicity, cardiotoxicity, hepatotoxicity). Dataset: ld50_zhu. (1) The molecule is CC(=O)Oc1ccc(Oc2c(I)cc(C(=O)O)cc2I)cc1I. The rat oral LD50 is 2.15, given as -log10 of the dose in mol/kg body weight (higher means more acutely toxic). (2) The rat oral LD50 is 1.75, given as -log10 of the dose in mol/kg body weight (higher means more acutely toxic). The compound is Cc1cc(C)c(Cc2cc(C)c(C)cc2C)cc1C. (3) The drug is C=C[Si](C)(C)N[Si](C)(C)C=C. The rat oral LD50 is 2.60, given as -log10 of the dose in mol/kg body weight (higher means more acutely toxic). (4) The compound is CC1=C(C(C)C)CCCC1. The rat oral LD50 is 1.28, given as -log10 of the dose in mol/kg body weight (higher means more acutely toxic). (5) The molecule is CCCCc1c(OC(=O)c2ccccc2)n(-c2ccccc2)n(-c2ccccc2)c1=O. The rat oral LD50 is 2.27, given as -log10 of the dose in mol/kg body weight (higher means more acutely toxic). (6) The drug is O=C(O)c1cccc(Cl)n1. The rat oral LD50 is 1.86, given as -log10 of the dose in mol/kg body weight (higher means more acutely toxic). (7) The compound is CC(Cl)=CC(=O)Nc1ccc(O)cc1. The rat oral LD50 is 2.13, given as -log10 of the dose in mol/kg body weight (higher means more acutely toxic). (8) The rat oral LD50 is 2.91, given as -log10 of the dose in mol/kg body weight (higher means more acutely toxic). The molecule is COc1cc(C2c3cc4c(cc3C(OC3OC5COC(c6ccccc6)OC5C(O)C3O)C3COC(=O)C23)OCO4)cc(OC)c1OC. (9) The compound is COc1cc(C)nc(-n2nc(C)cc2OC)n1. The rat oral LD50 is 2.72, given as -log10 of the dose in mol/kg body weight (higher means more acutely toxic). (10) The molecule is CCCC=C1OC(=O)c2ccccc21. The rat oral LD50 is 2.01, given as -log10 of the dose in mol/kg body weight (higher means more acutely toxic).